This data is from Reaction yield outcomes from USPTO patents with 853,638 reactions. The task is: Predict the reaction yield, written as a fraction of the theoretical maximum amount of product (1.0 means a 100% yield; for example, 0.34 means a 34% yield). The reactants are [Cl:1][C:2]1[CH:7]=[CH:6][C:5]([N:8]2[CH2:13][CH2:12][CH:11]([CH:14]([CH3:20])[C:15]([O:17][CH2:18][CH3:19])=[O:16])[CH2:10][CH2:9]2)=[CH:4][C:3]=1[O:21][CH3:22].[Cl:23]N1C(=O)CCC1=O.[OH-].[Na+]. The catalyst is CC(O)=O.O.CCOCC. The product is [Cl:23][C:6]1[CH:7]=[C:2]([Cl:1])[C:3]([O:21][CH3:22])=[CH:4][C:5]=1[N:8]1[CH2:13][CH2:12][CH:11]([CH:14]([CH3:20])[C:15]([O:17][CH2:18][CH3:19])=[O:16])[CH2:10][CH2:9]1. The yield is 0.620.